Dataset: Peptide-MHC class I binding affinity with 185,985 pairs from IEDB/IMGT. Task: Regression. Given a peptide amino acid sequence and an MHC pseudo amino acid sequence, predict their binding affinity value. This is MHC class I binding data. (1) The MHC is HLA-A68:02 with pseudo-sequence HLA-A68:02. The peptide sequence is SFNCGGEFF. The binding affinity (normalized) is 0.00620. (2) The binding affinity (normalized) is 0.0847. The MHC is HLA-B46:01 with pseudo-sequence HLA-B46:01. The peptide sequence is MPRLSRNAA. (3) The peptide sequence is GLYEAIEEC. The MHC is HLA-B07:02 with pseudo-sequence HLA-B07:02. The binding affinity (normalized) is 0.0847. (4) The peptide sequence is YLDMVLAFL. The MHC is HLA-B18:01 with pseudo-sequence HLA-B18:01. The binding affinity (normalized) is 0.0847. (5) The peptide sequence is KLWVTVYYGV. The MHC is HLA-A02:02 with pseudo-sequence HLA-A02:02. The binding affinity (normalized) is 0.292. (6) The peptide sequence is GMHDGTVGK. The MHC is HLA-A25:01 with pseudo-sequence HLA-A25:01. The binding affinity (normalized) is 0.0847. (7) The peptide sequence is SDLANSHQ. The MHC is H-2-Kb with pseudo-sequence H-2-Kb. The binding affinity (normalized) is 0.00130.